Predict the reaction yield, written as a fraction of the theoretical maximum amount of product (1.0 means a 100% yield; for example, 0.34 means a 34% yield). From a dataset of Reaction yield outcomes from USPTO patents with 853,638 reactions. (1) The reactants are C(O[C:9](=[O:30])[NH:10][C@@H:11]1[CH2:16][CH2:15][C@@H:14]([C:17]([N:19]([CH3:21])[CH3:20])=[O:18])[CH2:13][C@@H:12]1[NH:22][C:23]([O:25][C:26]([CH3:29])([CH3:28])[CH3:27])=[O:24])C1C=CC=CC=1.[H][H].[Li+].[Cl:34][C:35]1[CH:36]=[CH:37][C:38]([NH:41][C:42](=[O:46])C([O-])=O)=[N:39][CH:40]=1.ON1C2C=CC=CC=2N=N1.Cl.CN(C)CCCN=C=NCC. The catalyst is CO.CN(C)C=O.[C].[Pd]. The product is [C:26]([O:25][C:23](=[O:24])[NH:22][C@H:12]1[CH2:13][C@H:14]([C:17]([N:19]([CH3:20])[CH3:21])=[O:18])[CH2:15][CH2:16][C@H:11]1[NH:10][C:9](=[O:30])[C:42]([NH:41][C:38]1[CH:37]=[CH:36][C:35]([Cl:34])=[CH:40][N:39]=1)=[O:46])([CH3:27])([CH3:28])[CH3:29]. The yield is 0.800. (2) The reactants are [CH2:1]([N:4]1[C:12]2[C:11](=[O:13])[NH:10][C:9](N)=[N:8][C:7]=2[N:6]=[CH:5]1)[CH:2]=[CH2:3].N([O-])=[O:16].[Na+]. The catalyst is C(O)(=O)C.O. The product is [CH2:1]([N:4]1[C:12]2[C:11](=[O:13])[NH:10][C:9](=[O:16])[NH:8][C:7]=2[N:6]=[CH:5]1)[CH:2]=[CH2:3]. The yield is 0.744. (3) The reactants are [Cl:1][C:2]1[CH:7]=[CH:6][C:5]([CH2:8][OH:9])=[CH:4][N:3]=1.[H-].[Na+].[CH3:12]I. The catalyst is C1COCC1. The product is [Cl:1][C:2]1[CH:7]=[CH:6][C:5]([CH2:8][O:9][CH3:12])=[CH:4][N:3]=1. The yield is 0.800. (4) The reactants are [O:1]=[C:2]1[CH2:11][CH2:10][C@@H:9]2[C@H:4]([CH2:5][C@@H:6]([C:16]([OH:18])=[O:17])[N:7]([C:12]([O:14][CH3:15])=[O:13])[CH2:8]2)[CH2:3]1.CCC(C)[BH-](C(C)CC)C(C)CC.[Li+]. The catalyst is O1CCCC1. The product is [OH:1][C@H:2]1[CH2:11][CH2:10][C@@H:9]2[C@H:4]([CH2:5][C@@H:6]([C:16]([OH:18])=[O:17])[N:7]([C:12]([O:14][CH3:15])=[O:13])[CH2:8]2)[CH2:3]1. The yield is 0.590. (5) The product is [C:37]([O:36][C:34]([N:27]1[C:28]2[C:33](=[CH:32][CH:31]=[CH:30][CH:29]=2)[C:23]2([CH2:22][CH2:21][N:20]([CH2:19][C:16]3[CH:15]=[CH:14][C:13]([CH2:12][O:11][C:10]4[CH:41]=[CH:42][C:7]([CH2:6][CH2:5][C:4]([OH:44])=[O:3])=[C:8]([F:43])[CH:9]=4)=[CH:18][CH:17]=3)[CH2:25][CH2:24]2)[CH2:26]1)=[O:35])([CH3:40])([CH3:38])[CH3:39]. The catalyst is C(O)C.O. The reactants are C([O:3][C:4](=[O:44])[CH2:5][CH2:6][C:7]1[CH:42]=[CH:41][C:10]([O:11][CH2:12][C:13]2[CH:18]=[CH:17][C:16]([CH2:19][N:20]3[CH2:25][CH2:24][C:23]4([C:33]5[C:28](=[CH:29][CH:30]=[CH:31][CH:32]=5)[N:27]([C:34]([O:36][C:37]([CH3:40])([CH3:39])[CH3:38])=[O:35])[CH2:26]4)[CH2:22][CH2:21]3)=[CH:15][CH:14]=2)=[CH:9][C:8]=1[F:43])C.[OH-].[K+]. The yield is 0.721. (6) The reactants are B(O)(O)[C:2]1[CH:3]=[CH:4][C:5]([CH3:8])=[CH:6][CH:7]=1.Br[C:12]1[O:16][C:15]([CH:17]=[O:18])=[CH:14][CH:13]=1.C1(P(C2C=CC=CC=2)C2C=CC=CC=2)C=CC=CC=1.C(=O)(O)[O-].[Na+]. The catalyst is CC(O)=O.CC(O)=O.[Pd].C(O)C.C1(C)C=CC=CC=1. The product is [CH3:8][C:5]1[CH:6]=[CH:7][C:2]([C:12]2[O:16][C:15]([CH:17]=[O:18])=[CH:14][CH:13]=2)=[CH:3][CH:4]=1. The yield is 0.830. (7) The reactants are [NH2:1][C:2]1[CH:3]=[C:4]2[C:20](=[O:21])[NH:19][N:18]=[CH:17][C:6]3=[C:7]([C:11]4[CH:16]=[CH:15][CH:14]=[CH:13][CH:12]=4)[NH:8][C:9]([CH:10]=1)=[C:5]23.[S:22]1[CH:26]=[CH:25][CH:24]=[C:23]1[CH2:27][CH2:28][CH2:29][C:30](O)=[O:31].C(N(CC)CC)C.F[P-](F)(F)(F)(F)F.N1(OC(N(C)C)=[N+](C)C)C2N=CC=CC=2N=N1. The catalyst is CN(C)C=O.C(Cl)Cl.CO. The product is [O:21]=[C:20]1[C:4]2[C:5]3[C:6](=[C:7]([C:11]4[CH:12]=[CH:13][CH:14]=[CH:15][CH:16]=4)[NH:8][C:9]=3[CH:10]=[C:2]([NH:1][C:30](=[O:31])[CH2:29][CH2:28][CH2:27][C:23]3[S:22][CH:26]=[CH:25][CH:24]=3)[CH:3]=2)[CH:17]=[N:18][NH:19]1. The yield is 0.140.